From a dataset of NCI-60 drug combinations with 297,098 pairs across 59 cell lines. Regression. Given two drug SMILES strings and cell line genomic features, predict the synergy score measuring deviation from expected non-interaction effect. (1) Drug 1: CS(=O)(=O)C1=CC(=C(C=C1)C(=O)NC2=CC(=C(C=C2)Cl)C3=CC=CC=N3)Cl. Drug 2: COC1=C(C=C2C(=C1)N=CN=C2NC3=CC(=C(C=C3)F)Cl)OCCCN4CCOCC4. Cell line: COLO 205. Synergy scores: CSS=11.5, Synergy_ZIP=7.21, Synergy_Bliss=12.4, Synergy_Loewe=-2.69, Synergy_HSA=6.63. (2) Drug 2: C1=NC2=C(N=C(N=C2N1C3C(C(C(O3)CO)O)O)F)N. Synergy scores: CSS=34.8, Synergy_ZIP=-5.51, Synergy_Bliss=-2.69, Synergy_Loewe=-24.9, Synergy_HSA=-1.99. Drug 1: CCC1=CC2CC(C3=C(CN(C2)C1)C4=CC=CC=C4N3)(C5=C(C=C6C(=C5)C78CCN9C7C(C=CC9)(C(C(C8N6C)(C(=O)OC)O)OC(=O)C)CC)OC)C(=O)OC.C(C(C(=O)O)O)(C(=O)O)O. Cell line: SN12C. (3) Synergy scores: CSS=-2.39, Synergy_ZIP=0.836, Synergy_Bliss=-2.02, Synergy_Loewe=-3.43, Synergy_HSA=-3.65. Drug 2: CC12CCC3C(C1CCC2OP(=O)(O)O)CCC4=C3C=CC(=C4)OC(=O)N(CCCl)CCCl.[Na+]. Cell line: ACHN. Drug 1: CC1=C(C=C(C=C1)NC(=O)C2=CC=C(C=C2)CN3CCN(CC3)C)NC4=NC=CC(=N4)C5=CN=CC=C5. (4) Drug 1: C1=CC(=CC=C1CCC2=CNC3=C2C(=O)NC(=N3)N)C(=O)NC(CCC(=O)O)C(=O)O. Drug 2: C(CCl)NC(=O)N(CCCl)N=O. Cell line: HT29. Synergy scores: CSS=34.6, Synergy_ZIP=2.15, Synergy_Bliss=2.34, Synergy_Loewe=-21.6, Synergy_HSA=1.07. (5) Drug 1: CS(=O)(=O)CCNCC1=CC=C(O1)C2=CC3=C(C=C2)N=CN=C3NC4=CC(=C(C=C4)OCC5=CC(=CC=C5)F)Cl. Drug 2: C1C(C(OC1N2C=NC3=C2NC=NCC3O)CO)O. Cell line: HCT116. Synergy scores: CSS=1.11, Synergy_ZIP=-2.93, Synergy_Bliss=-3.05, Synergy_Loewe=-4.61, Synergy_HSA=-3.81. (6) Drug 1: CC1=C(C=C(C=C1)C(=O)NC2=CC(=CC(=C2)C(F)(F)F)N3C=C(N=C3)C)NC4=NC=CC(=N4)C5=CN=CC=C5. Drug 2: CN(CCCl)CCCl.Cl. Cell line: HS 578T. Synergy scores: CSS=11.0, Synergy_ZIP=-4.84, Synergy_Bliss=-4.80, Synergy_Loewe=-15.1, Synergy_HSA=-4.39. (7) Drug 1: CC1=CC=C(C=C1)C2=CC(=NN2C3=CC=C(C=C3)S(=O)(=O)N)C(F)(F)F. Drug 2: C1=NC2=C(N1)C(=S)N=CN2. Cell line: SK-MEL-28. Synergy scores: CSS=10.4, Synergy_ZIP=-3.29, Synergy_Bliss=-5.44, Synergy_Loewe=-14.4, Synergy_HSA=-4.41. (8) Drug 1: CN(C)N=NC1=C(NC=N1)C(=O)N. Drug 2: C1=CN(C(=O)N=C1N)C2C(C(C(O2)CO)O)O.Cl. Cell line: SNB-75. Synergy scores: CSS=4.56, Synergy_ZIP=-1.18, Synergy_Bliss=0.492, Synergy_Loewe=-8.36, Synergy_HSA=-1.21. (9) Drug 1: C1CCC(C(C1)N)N.C(=O)(C(=O)[O-])[O-].[Pt+4]. Drug 2: CC12CCC3C(C1CCC2OP(=O)(O)O)CCC4=C3C=CC(=C4)OC(=O)N(CCCl)CCCl.[Na+]. Cell line: OVCAR3. Synergy scores: CSS=16.7, Synergy_ZIP=10.4, Synergy_Bliss=24.7, Synergy_Loewe=-8.26, Synergy_HSA=-0.924. (10) Drug 1: CC1=C(C=C(C=C1)NC2=NC=CC(=N2)N(C)C3=CC4=NN(C(=C4C=C3)C)C)S(=O)(=O)N.Cl. Drug 2: C(CN)CNCCSP(=O)(O)O. Cell line: OVCAR-8. Synergy scores: CSS=-0.637, Synergy_ZIP=-1.08, Synergy_Bliss=-3.15, Synergy_Loewe=-2.87, Synergy_HSA=-2.85.